Dataset: Forward reaction prediction with 1.9M reactions from USPTO patents (1976-2016). Task: Predict the product of the given reaction. (1) Given the reactants I[C:2]1[C:10]2[C:5](=[N:6][CH:7]=[C:8]([C:11]3[CH:12]=[C:13]([C:17]([N:19]4[CH2:24][CH2:23][O:22][CH2:21][CH2:20]4)=[O:18])[CH:14]=[CH:15][CH:16]=3)[CH:9]=2)[N:4]([S:25]([C:28]2[CH:34]=[CH:33][C:31]([CH3:32])=[CH:30][CH:29]=2)(=[O:27])=[O:26])[CH:3]=1.[CH3:35][O:36][C:37]1[CH:42]=[CH:41][CH:40]=[C:39]([O:43][CH3:44])[C:38]=1B(O)O.C(=O)([O-])[O-].[Na+].[Na+], predict the reaction product. The product is: [CH3:35][O:36][C:37]1[CH:42]=[CH:41][CH:40]=[C:39]([O:43][CH3:44])[C:38]=1[C:2]1[C:10]2[C:5](=[N:6][CH:7]=[C:8]([C:11]3[CH:12]=[C:13]([C:17]([N:19]4[CH2:24][CH2:23][O:22][CH2:21][CH2:20]4)=[O:18])[CH:14]=[CH:15][CH:16]=3)[CH:9]=2)[N:4]([S:25]([C:28]2[CH:34]=[CH:33][C:31]([CH3:32])=[CH:30][CH:29]=2)(=[O:27])=[O:26])[CH:3]=1. (2) The product is: [CH3:15][O:16][C:17]1[CH:18]=[C:19]([N:23]2[CH2:28][CH2:27][N:26]([C:12]([C:11]3[NH:10][CH:9]=[N:8][C:7]=3[C:1]3[CH:2]=[CH:3][CH:4]=[CH:5][CH:6]=3)=[O:14])[CH2:25][CH2:24]2)[CH:20]=[CH:21][CH:22]=1. Given the reactants [C:1]1([C:7]2[N:8]=[CH:9][NH:10][C:11]=2[C:12]([OH:14])=O)[CH:6]=[CH:5][CH:4]=[CH:3][CH:2]=1.[CH3:15][O:16][C:17]1[CH:18]=[C:19]([N:23]2[CH2:28][CH2:27][NH:26][CH2:25][CH2:24]2)[CH:20]=[CH:21][CH:22]=1.Cl.CN(C)CCCN=C=NCC.O.ON1C2C=CC=CC=2N=N1, predict the reaction product. (3) The product is: [Cl:15][C:16]1[CH:17]=[CH:18][C:19]([F:29])=[C:20]([C:22]2[O:26][N:25]=[C:24]([CH2:27][S:14][C:5]3[N:4]([CH2:3][CH2:2][OH:1])[C:8]([C:9]4[S:10][CH:11]=[CH:12][CH:13]=4)=[N:7][N:6]=3)[N:23]=2)[CH:21]=1. Given the reactants [OH:1][CH2:2][CH2:3][N:4]1[C:8]([C:9]2[S:10][CH:11]=[CH:12][CH:13]=2)=[N:7][NH:6][C:5]1=[S:14].[Cl:15][C:16]1[CH:17]=[CH:18][C:19]([F:29])=[C:20]([C:22]2[O:26][N:25]=[C:24]([CH2:27]Cl)[N:23]=2)[CH:21]=1.C(=O)([O-])[O-].[K+].[K+], predict the reaction product. (4) Given the reactants FC(F)(F)S(O[C:7]1[C:8]([C:18]([N:20]([O:22][CH3:23])[CH3:21])=[O:19])=[CH:9][C:10]([Cl:17])=[C:11]2[C:16]=1[N:15]=[CH:14][CH:13]=[CH:12]2)(=O)=O.[CH3:26][O:27][CH2:28][CH2:29][N:30]1[CH2:35][CH2:34][NH:33][CH2:32][CH2:31]1.C(=O)([O-])[O-].[Cs+].[Cs+], predict the reaction product. The product is: [Cl:17][C:10]1[CH:9]=[C:8]([C:18]([N:20]([O:22][CH3:23])[CH3:21])=[O:19])[C:7]([N:33]2[CH2:34][CH2:35][N:30]([CH2:29][CH2:28][O:27][CH3:26])[CH2:31][CH2:32]2)=[C:16]2[C:11]=1[CH:12]=[CH:13][CH:14]=[N:15]2. (5) The product is: [CH3:1][N:2]([C:8]1[CH:13]=[CH:12][C:11]([N+:14]([O-:16])=[O:15])=[CH:10][CH:9]=1)[C@H:3]1[CH2:7][CH2:6][N:5]([C:17](=[O:19])[CH3:18])[CH2:4]1. Given the reactants [CH3:1][N:2]([C:8]1[CH:13]=[CH:12][C:11]([N+:14]([O-:16])=[O:15])=[CH:10][CH:9]=1)[C@H:3]1[CH2:7][CH2:6][NH:5][CH2:4]1.[C:17](Cl)(=[O:19])[CH3:18], predict the reaction product. (6) Given the reactants [Cl-].[CH3:2][O:3]C[P+](C1C=CC=CC=1)(C1C=CC=CC=1)C1C=CC=CC=1.CC(C)([O-])C.[K+].[CH:30]1([CH2:35][CH2:36][CH:37]=O)[CH2:34][CH2:33][CH2:32][CH2:31]1.Cl, predict the reaction product. The product is: [CH:30]1([CH2:35][CH2:36][CH2:37][CH:2]=[O:3])[CH2:31][CH2:32][CH2:33][CH2:34]1.